This data is from Aqueous solubility values for 9,982 compounds from the AqSolDB database. The task is: Regression/Classification. Given a drug SMILES string, predict its absorption, distribution, metabolism, or excretion properties. Task type varies by dataset: regression for continuous measurements (e.g., permeability, clearance, half-life) or binary classification for categorical outcomes (e.g., BBB penetration, CYP inhibition). For this dataset (solubility_aqsoldb), we predict Y. The compound is CCCCC(C)O. The Y is -0.873 log mol/L.